This data is from NCI-60 drug combinations with 297,098 pairs across 59 cell lines. The task is: Regression. Given two drug SMILES strings and cell line genomic features, predict the synergy score measuring deviation from expected non-interaction effect. (1) Drug 1: CCC1(CC2CC(C3=C(CCN(C2)C1)C4=CC=CC=C4N3)(C5=C(C=C6C(=C5)C78CCN9C7C(C=CC9)(C(C(C8N6C=O)(C(=O)OC)O)OC(=O)C)CC)OC)C(=O)OC)O.OS(=O)(=O)O. Drug 2: C1=NNC2=C1C(=O)NC=N2. Cell line: KM12. Synergy scores: CSS=10.3, Synergy_ZIP=-3.54, Synergy_Bliss=0.0570, Synergy_Loewe=1.63, Synergy_HSA=2.71. (2) Drug 1: CC1OCC2C(O1)C(C(C(O2)OC3C4COC(=O)C4C(C5=CC6=C(C=C35)OCO6)C7=CC(=C(C(=C7)OC)O)OC)O)O. Drug 2: C#CCC(CC1=CN=C2C(=N1)C(=NC(=N2)N)N)C3=CC=C(C=C3)C(=O)NC(CCC(=O)O)C(=O)O. Cell line: HS 578T. Synergy scores: CSS=10.3, Synergy_ZIP=-7.07, Synergy_Bliss=-6.19, Synergy_Loewe=-6.09, Synergy_HSA=-5.44. (3) Drug 1: C1CN1C2=NC(=NC(=N2)N3CC3)N4CC4. Drug 2: CS(=O)(=O)OCCCCOS(=O)(=O)C. Cell line: SK-MEL-5. Synergy scores: CSS=44.0, Synergy_ZIP=-2.63, Synergy_Bliss=-3.30, Synergy_Loewe=-32.2, Synergy_HSA=-1.52. (4) Drug 1: CC1C(C(CC(O1)OC2CC(CC3=C2C(=C4C(=C3O)C(=O)C5=C(C4=O)C(=CC=C5)OC)O)(C(=O)CO)O)N)O.Cl. Drug 2: C(CC(=O)O)C(=O)CN.Cl. Cell line: HS 578T. Synergy scores: CSS=5.40, Synergy_ZIP=-3.95, Synergy_Bliss=-0.919, Synergy_Loewe=-2.65, Synergy_HSA=-1.16.